Dataset: Reaction yield outcomes from USPTO patents with 853,638 reactions. Task: Predict the reaction yield, written as a fraction of the theoretical maximum amount of product (1.0 means a 100% yield; for example, 0.34 means a 34% yield). (1) The reactants are C([O:4][C:5]1[CH:6]=[C:7]([C:15]([O:17][CH3:18])=[O:16])[CH:8]=[C:9]([CH:14]=1)[C:10]([O:12][CH3:13])=[O:11])C=C.CN(C)[C:21]1[CH:26]=CC=C[CH:22]=1. The catalyst is CCOC(C)=O. The product is [CH2:26]([C:14]1[C:5]([OH:4])=[CH:6][C:7]([C:15]([O:17][CH3:18])=[O:16])=[CH:8][C:9]=1[C:10]([O:12][CH3:13])=[O:11])[CH:21]=[CH2:22]. The yield is 0.700. (2) The reactants are C(O)C.C([O-])(O)=O.[Na+].[OH:9][C:10]1[CH:11]=[C:12]([CH:15]=[CH:16][C:17]=1[OH:18])[CH:13]=O.Cl.[CH3:20][O:21][C:22](=[O:27])[C@H:23]([CH2:25][SH:26])[NH2:24]. The catalyst is O. The product is [OH:9][C:10]1[CH:11]=[C:12]([CH:13]2[NH:24][C@H:23]([C:22]([O:21][CH3:20])=[O:27])[CH2:25][S:26]2)[CH:15]=[CH:16][C:17]=1[OH:18]. The yield is 0.830. (3) The reactants are [C:1]([O:5][C:6]([N:8]1[CH2:12][C@@H:11]([C:13](OC)=[O:14])[CH2:10][C@H:9]1[C:17]([O:19][C:20]([CH3:23])([CH3:22])[CH3:21])=[O:18])=[O:7])([CH3:4])([CH3:3])[CH3:2].[BH4-].[Na+]. The catalyst is C(O)(C)C. The product is [C:1]([O:5][C:6]([N:8]1[CH2:12][C@@H:11]([CH2:13][OH:14])[CH2:10][C@H:9]1[C:17]([O:19][C:20]([CH3:23])([CH3:22])[CH3:21])=[O:18])=[O:7])([CH3:3])([CH3:4])[CH3:2]. The yield is 0.932. (4) The reactants are [Br:1][C:2]1[C:3](=[O:28])[N:4]([CH2:19][C:20]2[CH:27]=[CH:26][CH:25]=[CH:24][C:21]=2[C:22]#[N:23])[C:5]([CH3:18])=[CH:6][C:7]=1[O:8][CH2:9][C:10]1[CH:15]=[CH:14][C:13]([F:16])=[CH:12][C:11]=1[F:17].B.CSC. The catalyst is O1CCCC1. The product is [NH2:23][CH2:22][C:21]1[CH:24]=[CH:25][CH:26]=[CH:27][C:20]=1[CH2:19][N:4]1[C:5]([CH3:18])=[CH:6][C:7]([O:8][CH2:9][C:10]2[CH:15]=[CH:14][C:13]([F:16])=[CH:12][C:11]=2[F:17])=[C:2]([Br:1])[C:3]1=[O:28]. The yield is 0.390. (5) The reactants are [NH:1]1[CH2:5][CH2:4][CH:3]([OH:6])[CH2:2]1.C(N(CC)CC)C.[C:14]([O:18][C:19](O[C:19]([O:18][C:14]([CH3:17])([CH3:16])[CH3:15])=[O:20])=[O:20])([CH3:17])([CH3:16])[CH3:15]. The catalyst is ClCCl. The product is [OH:6][CH:3]1[CH2:4][CH2:5][N:1]([C:19]([O:18][C:14]([CH3:17])([CH3:16])[CH3:15])=[O:20])[CH2:2]1. The yield is 0.970. (6) The reactants are [CH:1]1[C:6]([CH:7]=[O:8])=[CH:5][CH:4]=[C:3]([CH:9]=[O:10])[CH:2]=1.[CH2:11]([Mg]Cl)[CH2:12][CH2:13][CH2:14][CH2:15][CH2:16][CH2:17][CH3:18]. The catalyst is O1CCCC1. The product is [OH:8][CH:7]([C:6]1[CH:5]=[CH:4][C:3]([CH:9]=[O:10])=[CH:2][CH:1]=1)[CH2:11][CH2:12][CH2:13][CH2:14][CH2:15][CH2:16][CH2:17][CH3:18]. The yield is 0.0510. (7) The reactants are O=[C:2]1[CH2:22][CH2:21][C:5]2([CH2:10][CH2:9][N:8]([C:11]([O:13][CH2:14][C:15]3[CH:20]=[CH:19][CH:18]=[CH:17][CH:16]=3)=[O:12])[CH2:7][CH2:6]2)[CH:4]=[CH:3]1.[ClH:23].[C:24]([NH:28][NH2:29])([CH3:27])([CH3:26])[CH3:25]. The catalyst is C(O)C. The product is [ClH:23].[C:24]([NH:28]/[N:29]=[C:2]1/[CH:3]=[CH:4][C:5]2([CH2:21][CH2:22]/1)[CH2:10][CH2:9][N:8]([C:11]([O:13][CH2:14][C:15]1[CH:20]=[CH:19][CH:18]=[CH:17][CH:16]=1)=[O:12])[CH2:7][CH2:6]2)([CH3:27])([CH3:26])[CH3:25]. The yield is 0.990. (8) The reactants are [CH3:1][C:2]1[CH:8]=[CH:7][C:5]([NH2:6])=[CH:4][C:3]=1[N+:9]([O-:11])=[O:10].[C:12](O[C:12]([O:14][C:15]([CH3:18])([CH3:17])[CH3:16])=[O:13])([O:14][C:15]([CH3:18])([CH3:17])[CH3:16])=[O:13]. The catalyst is C1COCC1.CCCCCC.CCOC(C)=O. The product is [CH3:1][C:2]1[CH:8]=[CH:7][C:5]([NH:6][C:12](=[O:13])[O:14][C:15]([CH3:18])([CH3:17])[CH3:16])=[CH:4][C:3]=1[N+:9]([O-:11])=[O:10]. The yield is 0.850. (9) The reactants are [NH2:1][C:2]1[CH:7]=[CH:6][C:5]([OH:8])=[CH:4][CH:3]=1.[H-].[Na+].Cl[C:12]1[CH:17]=[CH:16][N:15]=[C:14]([C:18]([NH:20][CH3:21])=[O:19])[CH:13]=1.C([O-])([O-])=O.[K+].[K+]. The catalyst is CN(C=O)C. The product is [CH3:21][NH:20][C:18]([C:14]1[CH:13]=[C:12]([O:8][C:5]2[CH:6]=[CH:7][C:2]([NH2:1])=[CH:3][CH:4]=2)[CH:17]=[CH:16][N:15]=1)=[O:19]. The yield is 0.710.